Dataset: Full USPTO retrosynthesis dataset with 1.9M reactions from patents (1976-2016). Task: Predict the reactants needed to synthesize the given product. (1) Given the product [CH3:38][N:39]([CH2:2][C:3]1[C:11]2[O:10][N:9]=[C:8]([CH2:12][CH2:13][CH:14]3[CH2:19][CH2:18][N:17]([C:20]([O:22][C:23]([CH3:25])([CH3:24])[CH3:26])=[O:21])[CH2:16][CH2:15]3)[C:7]=2[CH:6]=[CH:5][C:4]=1[C:27]1[CH:32]=[CH:31][CH:30]=[CH:29][CH:28]=1)[CH3:40], predict the reactants needed to synthesize it. The reactants are: O[CH2:2][C:3]1[C:11]2[O:10][N:9]=[C:8]([CH2:12][CH2:13][CH:14]3[CH2:19][CH2:18][N:17]([C:20]([O:22][C:23]([CH3:26])([CH3:25])[CH3:24])=[O:21])[CH2:16][CH2:15]3)[C:7]=2[CH:6]=[CH:5][C:4]=1[C:27]1[CH:32]=[CH:31][CH:30]=[CH:29][CH:28]=1.CS(Cl)(=O)=O.[CH3:38][NH:39][CH3:40].[I-].[Na+].C(=O)(O)[O-].[Na+]. (2) Given the product [CH:23]1[C:31]2[C:30]3[CH:32]=[CH:33][CH:34]=[CH:35][C:29]=3[O:28][C:27]=2[CH:26]=[C:25]([C:2]2[CH:3]=[C:4]([CH:20]([CH3:21])[CH3:22])[CH:5]=[C:6]3[C:10]=2[NH:9][C:8]2[C:11]([CH2:17][CH2:18][OH:19])([CH2:15][CH3:16])[O:12][CH2:13][CH2:14][C:7]3=2)[CH:24]=1, predict the reactants needed to synthesize it. The reactants are: Br[C:2]1[CH:3]=[C:4]([CH:20]([CH3:22])[CH3:21])[CH:5]=[C:6]2[C:10]=1[NH:9][C:8]1[C:11]([CH2:17][CH2:18][OH:19])([CH2:15][CH3:16])[O:12][CH2:13][CH2:14][C:7]2=1.[CH:23]1[C:31]2[C:30]3[CH:32]=[CH:33][CH:34]=[CH:35][C:29]=3[O:28][C:27]=2[C:26](B(O)O)=[CH:25][CH:24]=1. (3) Given the product [Cl:27][C:28]1[CH:35]=[CH:34][C:31]([CH2:32][NH:33][C:20]([C:19]2[C:14]([OH:13])=[C:15]3[CH:25]=[C:24]([I:26])[S:23][C:16]3=[N:17][CH:18]=2)=[O:22])=[CH:30][CH:29]=1, predict the reactants needed to synthesize it. The reactants are: C(N1C=CN=C1)(N1C=CN=C1)=O.[OH:13][C:14]1[C:19]([C:20]([OH:22])=O)=[CH:18][N:17]=[C:16]2[S:23][C:24]([I:26])=[CH:25][C:15]=12.[Cl:27][C:28]1[CH:35]=[CH:34][C:31]([CH2:32][NH2:33])=[CH:30][CH:29]=1.CC(O)=O. (4) Given the product [Br:1][C:2]1[CH:3]=[CH:4][C:5]([N+:10]([O-:12])=[O:11])=[C:6]([CH:9]=1)/[CH:7]=[N:13]/[C:14]1[CH:24]=[CH:23][C:17]([C:18]([O:20][CH2:21][CH3:22])=[O:19])=[CH:16][C:15]=1[F:25], predict the reactants needed to synthesize it. The reactants are: [Br:1][C:2]1[CH:3]=[CH:4][C:5]([N+:10]([O-:12])=[O:11])=[C:6]([CH:9]=1)[CH:7]=O.[NH2:13][C:14]1[CH:24]=[CH:23][C:17]([C:18]([O:20][CH2:21][CH3:22])=[O:19])=[CH:16][C:15]=1[F:25]. (5) Given the product [CH3:26][Si:27]([CH3:29])([CH3:28])[O:25][CH:21]1[CH2:22][CH:23]([C:2]2[CH:7]=[CH:6][C:5]([S:8][CH3:9])=[CH:4][CH:3]=2)[CH2:24][O:20]1, predict the reactants needed to synthesize it. The reactants are: Br[C:2]1[CH:7]=[CH:6][C:5]([S:8][CH3:9])=[CH:4][CH:3]=1.[Li]C(C)(C)C.CCCCC.[O:20]1[CH2:24][CH:23]=[CH:22][C:21]1=[O:25].[CH3:26][Si:27](Cl)([CH3:29])[CH3:28].C([O-])(O)=O.[Na+].